The task is: Predict the reactants needed to synthesize the given product.. This data is from Full USPTO retrosynthesis dataset with 1.9M reactions from patents (1976-2016). (1) Given the product [CH2:9]([O:8][C:6]([C:5]1[C:11]([S:19][CH3:20])=[N:12][C:13]2[C:14]([C:4]=1[OH:21])=[CH:15][CH:16]=[CH:17][CH:18]=2)=[O:7])[CH3:10], predict the reactants needed to synthesize it. The reactants are: C(O[C:4](=[O:21])[C:5](=[C:11]([S:19][CH3:20])[NH:12][C:13]1[CH:18]=[CH:17][CH:16]=[CH:15][CH:14]=1)[C:6]([O:8][CH2:9][CH3:10])=[O:7])C. (2) Given the product [CH2:35]([O:34][C@H:15]1[C@H:16]([O:26][CH2:27][C:28]2[CH:29]=[CH:30][CH:31]=[CH:32][CH:33]=2)[C@@H:17]([O:18][CH2:19][C:20]2[CH:21]=[CH:22][CH:23]=[CH:24][CH:25]=2)[C@H:12]([C:11]2[CH:10]=[C:9]([CH2:51][C:52]3[CH:53]=[CH:54][C:55]([O:58][CH2:59][CH3:60])=[CH:56][CH:57]=3)[C:8]([Cl:61])=[C:3]([O:4][CH2:5][CH2:62][Cl:66])[C:2]=2[Br:1])[O:13][C@@H:14]1[CH2:42][O:43][CH2:44][C:45]1[CH:46]=[CH:47][CH:48]=[CH:49][CH:50]=1)[C:36]1[CH:41]=[CH:40][CH:39]=[CH:38][CH:37]=1, predict the reactants needed to synthesize it. The reactants are: [Br:1][C:2]1[C:11]([C@H:12]2[C@H:17]([O:18][CH2:19][C:20]3[CH:25]=[CH:24][CH:23]=[CH:22][CH:21]=3)[C@@H:16]([O:26][CH2:27][C:28]3[CH:33]=[CH:32][CH:31]=[CH:30][CH:29]=3)[C@H:15]([O:34][CH2:35][C:36]3[CH:41]=[CH:40][CH:39]=[CH:38][CH:37]=3)[C@@H:14]([CH2:42][O:43][CH2:44][C:45]3[CH:50]=[CH:49][CH:48]=[CH:47][CH:46]=3)[O:13]2)=[CH:10][C:9]([CH2:51][C:52]2[CH:57]=[CH:56][C:55]([O:58][CH2:59][CH3:60])=[CH:54][CH:53]=2)=[C:8]([Cl:61])[C:3]=1[O:4][CH2:5]CO.[C:62]([Cl:66])(Cl)(Cl)Cl.C1C=CC(P(C2C=CC=CC=2)C2C=CC=CC=2)=CC=1. (3) Given the product [CH3:26][O:27][CH2:28][C:29]1[CH:34]=[C:33]([C:35]2[O:1][N:2]=[C:3]([C:5]3[CH:21]=[CH:20][C:8]([CH2:9][N:10]([CH3:19])[CH2:11][C:12]([OH:14])=[O:13])=[C:7]([C:22]([F:24])([F:23])[F:25])[CH:6]=3)[N:4]=2)[CH:32]=[CH:31][C:30]=1[C:38]1[CH:43]=[CH:42][CH:41]=[CH:40][C:39]=1[CH3:44], predict the reactants needed to synthesize it. The reactants are: [OH:1][N:2]=[C:3]([C:5]1[CH:21]=[CH:20][C:8]([CH2:9][N:10]([CH3:19])[CH2:11][C:12]([O:14]C(C)(C)C)=[O:13])=[C:7]([C:22]([F:25])([F:24])[F:23])[CH:6]=1)[NH2:4].[CH3:26][O:27][CH2:28][C:29]1[CH:34]=[C:33]([C:35](O)=O)[CH:32]=[CH:31][C:30]=1[C:38]1[CH:43]=[CH:42][CH:41]=[CH:40][C:39]=1[CH3:44].C(Cl)CCl. (4) Given the product [CH:1]1([CH:7]([NH:24][C:25]2[CH:26]=[CH:27][C:28]([C:31]([NH:33][CH2:34][CH2:35][C:36]([OH:38])=[O:37])=[O:32])=[CH:29][CH:30]=2)[C:8]2[O:9][C:10]3[CH:22]=[CH:21][C:20]([F:23])=[CH:19][C:11]=3[C:12]=2[CH2:13][O:14][CH2:15][CH2:16][O:17][CH3:18])[CH2:2][CH2:3][CH2:4][CH2:5][CH2:6]1, predict the reactants needed to synthesize it. The reactants are: [CH:1]1([CH:7]([NH:24][C:25]2[CH:30]=[CH:29][C:28]([C:31]([NH:33][CH2:34][CH2:35][C:36]([O:38]CC)=[O:37])=[O:32])=[CH:27][CH:26]=2)[C:8]2[O:9][C:10]3[CH:22]=[CH:21][C:20]([F:23])=[CH:19][C:11]=3[C:12]=2[CH2:13][O:14][CH2:15][CH2:16][O:17][CH3:18])[CH2:6][CH2:5][CH2:4][CH2:3][CH2:2]1.O1CCCC1.[OH-].[Na+]. (5) The reactants are: [CH3:1][O:2][C:3](=[O:16])[C@H:4]([CH3:15])[N:5]([C:8]1[CH:13]=[CH:12][C:11](Cl)=[CH:10]C=1)C=O.[C:17](Cl)(=O)C(Cl)=O.Cl.Cl[CH2:25][Cl:26]. Given the product [Cl:26][C:25]1[CH:17]=[C:13]2[C:12]([CH:15]=[C:4]([C:3]([O:2][CH3:1])=[O:16])[N:5]=[CH:8]2)=[CH:11][CH:10]=1, predict the reactants needed to synthesize it. (6) Given the product [Br:1][C:2]1[CH:3]=[C:4]2[N:9]=[C:22]([C:21]3[CH:20]=[CH:19][C:18]([O:17][CH2:16][C:13]4[S:12][C:11]([Cl:10])=[N:15][CH:14]=4)=[CH:25][CH:24]=3)[NH:8][C:5]2=[N:6][CH:7]=1, predict the reactants needed to synthesize it. The reactants are: [Br:1][C:2]1[CH:3]=[C:4]([NH2:9])[C:5]([NH2:8])=[N:6][CH:7]=1.[Cl:10][C:11]1[S:12][C:13]([CH2:16][O:17][C:18]2[CH:25]=[CH:24][C:21]([CH:22]=O)=[CH:20][CH:19]=2)=[CH:14][N:15]=1. (7) Given the product [CH3:27][O:28][C:24]1[CH:25]=[C:20]([C:19]2[C@:6]3([CH3:26])[C@H:7]([C@H:8]4[C@H:3]([CH2:4][CH2:5]3)[C@:2]3([CH3:1])[C:11](=[CH:12][C:13](=[O:16])[CH2:14][CH2:15]3)[NH:10][CH2:9]4)[CH2:17][CH:18]=2)[CH:21]=[N:22][CH:23]=1, predict the reactants needed to synthesize it. The reactants are: [CH3:1][C@:2]12[CH2:15][CH2:14][C:13](=[O:16])[CH:12]=[C:11]1[NH:10][CH2:9][C@@H:8]1[C@@H:3]2[CH2:4][CH2:5][C@:6]2([CH3:26])[C:19]([C:20]3[CH:21]=[N:22][CH:23]=[CH:24][CH:25]=3)=[CH:18][CH2:17][C@H:7]21.[CH3:27][O:28]C1C=C(B(OCC)OCC)C=NC=1. (8) Given the product [OH:9][CH2:8][CH:6]1[NH:7][C:2](=[O:1])[CH2:3][O:4][CH2:5]1, predict the reactants needed to synthesize it. The reactants are: [O:1]=[C:2]1[NH:7][CH:6]([C:8](OC(C)C)=[O:9])[CH2:5][O:4][CH2:3]1.[BH4-].[Na+].[Cl-].[NH4+]. (9) The reactants are: [N:1]1[CH:6]=[CH:5][C:4](B(O)O)=[CH:3][CH:2]=1.[N:10]1([CH2:15][C:16]2[CH:17]=[CH:18][C:19](Br)=[N:20][CH:21]=2)[CH:14]=[CH:13][N:12]=[CH:11]1. Given the product [N:10]1([CH2:15][C:16]2[CH:17]=[CH:18][C:19]([C:4]3[CH:5]=[CH:6][N:1]=[CH:2][CH:3]=3)=[N:20][CH:21]=2)[CH:14]=[CH:13][N:12]=[CH:11]1, predict the reactants needed to synthesize it. (10) Given the product [Cl:1][C:2]1[CH:7]=[CH:6][C:5]([NH:8][C:9]([C:11]2[CH:20]=[C:19]3[C:14]([CH2:15][CH2:16][NH:17][CH2:18]3)=[CH:13][CH:12]=2)=[O:10])=[C:4]([N:28]2[CH2:33][CH2:32][N:31]([CH2:34][CH2:35][C:36]([F:39])([F:37])[F:38])[CH2:30][CH2:29]2)[CH:3]=1, predict the reactants needed to synthesize it. The reactants are: [Cl:1][C:2]1[CH:7]=[CH:6][C:5]([NH:8][C:9]([C:11]2[CH:20]=[C:19]3[C:14]([CH2:15][CH2:16][N:17](C(OC(C)(C)C)=O)[CH2:18]3)=[CH:13][CH:12]=2)=[O:10])=[C:4]([N:28]2[CH2:33][CH2:32][N:31]([CH2:34][CH2:35][C:36]([F:39])([F:38])[F:37])[CH2:30][CH2:29]2)[CH:3]=1.Cl.